This data is from Catalyst prediction with 721,799 reactions and 888 catalyst types from USPTO. The task is: Predict which catalyst facilitates the given reaction. (1) Reactant: FC1C(C(F)(F)F)=CC=CC=1N.[F:13][C:14]1[C:19]([C:20]([F:23])([F:22])[F:21])=[CH:18][CH:17]=[CH:16][C:15]=1[NH:24][C:25]([C:27]1[CH:28]=[N:29][N:30]([C:36]2[CH:41]=[CH:40][C:39]([Cl:42])=[CH:38][CH:37]=2)[C:31]=1[C:32]([F:35])([F:34])[F:33])=[O:26].ClC1C=CC(N2C(C(F)(F)F)=C(C(Cl)=O)C=N2)=CC=1. Product: [F:13][C:14]1[C:19]([C:20]([F:21])([F:23])[F:22])=[CH:18][CH:17]=[CH:16][C:15]=1[NH:24][C:25]([C:27]1[CH:28]=[N:29][N:30]([C:36]2[CH:37]=[CH:38][C:39]([Cl:42])=[CH:40][CH:41]=2)[C:31]=1[C:32]([F:33])([F:34])[F:35])=[O:26]. The catalyst class is: 10. (2) Reactant: [OH:1][N:2]=[CH:3][CH:4]1[CH2:9][CH2:8][N:7]([C:10]([O:12][C:13]([CH3:16])([CH3:15])[CH3:14])=[O:11])[CH2:6][CH2:5]1.CN(C=O)C.[Cl:22]N1C(=O)CCC1=O. Product: [Cl:22][C:3](=[N:2][OH:1])[CH:4]1[CH2:9][CH2:8][N:7]([C:10]([O:12][C:13]([CH3:16])([CH3:15])[CH3:14])=[O:11])[CH2:6][CH2:5]1. The catalyst class is: 170.